Dataset: Full USPTO retrosynthesis dataset with 1.9M reactions from patents (1976-2016). Task: Predict the reactants needed to synthesize the given product. (1) Given the product [F:43][C:44]1[C:49]([F:50])=[CH:48][C:47]2[NH:51][C:41]([C:36]3[C:35]4[C:39](=[CH:40][C:32]([C:30]([NH:29][C:26]5[CH:25]=[CH:24][C:23]([OH:22])=[CH:28][CH:27]=5)=[O:31])=[CH:33][CH:34]=4)[NH:38][N:37]=3)=[N:52][C:46]=2[CH:45]=1, predict the reactants needed to synthesize it. The reactants are: N1C2C=CC=CC=2N=C1C1C2C(=CC(C(O)=O)=CC=2)NN=1.[OH:22][C:23]1[CH:28]=[CH:27][C:26]([NH:29][C:30]([C:32]2[CH:40]=[C:39]3[C:35]([C:36]([CH:41]=O)=[N:37][NH:38]3)=[CH:34][CH:33]=2)=[O:31])=[CH:25][CH:24]=1.[F:43][C:44]1[C:49]([F:50])=[CH:48][C:47]([NH2:51])=[C:46]([NH2:52])[CH:45]=1. (2) Given the product [N+:1]([C:4]1[CH:5]=[CH:6][C:7]2[CH2:13][CH2:12][CH:11]([N:20]3[CH2:25][CH2:24][O:23][CH2:22][CH2:21]3)[CH2:10][CH2:9][C:8]=2[CH:15]=1)([O-:3])=[O:2], predict the reactants needed to synthesize it. The reactants are: [N+:1]([C:4]1[CH:5]=[CH:6][C:7]2[CH2:13][CH2:12][C:11](=O)[CH2:10][CH2:9][C:8]=2[CH:15]=1)([O-:3])=[O:2].ClCCCl.[NH:20]1[CH2:25][CH2:24][O:23][CH2:22][CH2:21]1.C(O)(=O)C.C(O[BH-](OC(=O)C)OC(=O)C)(=O)C.[Na+]. (3) The reactants are: Cl[C:2]1[C:7]([NH2:8])=[C:6]([Cl:9])[N:5]=[C:4]([NH2:10])[N:3]=1.[CH2:11]([CH2:13][NH2:14])[OH:12]. Given the product [NH2:10][C:4]1[N:3]=[C:2]([NH:14][CH2:13][CH2:11][OH:12])[C:7]([NH2:8])=[C:6]([Cl:9])[N:5]=1, predict the reactants needed to synthesize it. (4) Given the product [CH3:1][N:2]([C:14]1[N:23]=[C:22]([NH2:24])[C:21]2[C:16](=[CH:17][C:18]([O:27][CH3:28])=[C:19]([O:25][CH3:26])[CH:20]=2)[N:15]=1)[CH2:3][CH2:4][CH2:5][NH:6][C:7]([CH:9]1[O:13][CH2:12][CH2:11][CH2:10]1)=[O:8], predict the reactants needed to synthesize it. The reactants are: [CH3:1][N:2]([C:14]1[N:23]=[C:22]([NH2:24])[C:21]2[C:16](=[CH:17][C:18]([O:27][CH3:28])=[C:19]([O:25][CH3:26])[CH:20]=2)[N:15]=1)[CH2:3][CH2:4][CH2:5][NH:6][C:7]([CH:9]1[O:13][CH2:12][CH2:11][CH2:10]1)=[O:8].Cl.C(Cl)Cl.[OH-].[Na+]. (5) Given the product [Br:10][C:11]1[CH:16]=[CH:15][C:14]([O:17][C:2]2[CH:7]=[C:6]([CH3:8])[CH:5]=[C:4]([CH3:9])[N:3]=2)=[CH:13][C:12]=1[F:18], predict the reactants needed to synthesize it. The reactants are: Br[C:2]1[CH:7]=[C:6]([CH3:8])[CH:5]=[C:4]([CH3:9])[N:3]=1.[Br:10][C:11]1[CH:16]=[CH:15][C:14]([OH:17])=[CH:13][C:12]=1[F:18].C(=O)([O-])[O-].[K+].[K+].